Task: Predict the product of the given reaction.. Dataset: Forward reaction prediction with 1.9M reactions from USPTO patents (1976-2016) (1) Given the reactants C(=O)([O-])[O-].[K+].[K+].[Br:7][C:8]1[CH:9]=[N:10][NH:11][CH:12]=1.CN(C=O)C.I[CH:19]([CH3:21])[CH3:20], predict the reaction product. The product is: [Br:7][C:8]1[CH:9]=[N:10][N:11]([CH:19]([CH3:21])[CH3:20])[CH:12]=1. (2) Given the reactants [Cl:1][CH2:2][CH2:3][CH2:4][NH:5][C:6]([C:8]1[CH:9]=[N:10][N:11]2[CH:16]=[CH:15][C:14]([NH:17][C@@H:18]([C:21]3[C:22]([O:28][CH3:29])=[N:23][CH:24]=[C:25]([F:27])[CH:26]=3)[CH2:19][OH:20])=[N:13][C:12]=12)=[O:7].C1N=CN([C:35](N2C=NC=C2)=[O:36])C=1, predict the reaction product. The product is: [Cl:1][CH2:2][CH2:3][CH2:4][NH:5][C:6]([C:8]1[CH:9]=[N:10][N:11]2[CH:16]=[CH:15][C:14]([N:17]3[C@@H:18]([C:21]4[C:22]([O:28][CH3:29])=[N:23][CH:24]=[C:25]([F:27])[CH:26]=4)[CH2:19][O:20][C:35]3=[O:36])=[N:13][C:12]=12)=[O:7]. (3) Given the reactants [CH3:1][O:2][C:3](=[O:15])[CH2:4][C:5]1[CH:6]=[N:7][C:8]([C:11](=[NH:14])[NH:12][OH:13])=[CH:9][CH:10]=1.[CH3:16][C:17](OC(C)=O)=O, predict the reaction product. The product is: [CH3:1][O:2][C:3](=[O:15])[CH2:4][C:5]1[CH:6]=[N:7][C:8]([C:11]2[N:14]=[C:16]([CH3:17])[O:13][N:12]=2)=[CH:9][CH:10]=1. (4) Given the reactants [CH:1]([OH:6])([OH:5])[CH2:2][CH2:3][CH3:4].[C:7]([OH:14])(=[O:13])[CH2:8][CH2:9][C:10]([OH:12])=[O:11], predict the reaction product. The product is: [C:10]([O-:12])(=[O:11])[CH2:9][CH2:4][CH2:3][CH2:2][C:1]([O-:6])=[O:5].[C:1]([OH:6])(=[O:5])[CH2:2][CH2:10][CH2:9][CH2:8][C:7]([OH:14])=[O:13]. (5) Given the reactants [N:1]1[C:5]2[CH:6]=[CH:7][C:8]([C:10]([NH:12][NH2:13])=O)=[CH:9][C:4]=2[NH:3][CH:2]=1.[CH3:14][O:15][C:16]1[C:21]([O:22][CH3:23])=[CH:20][CH:19]=[CH:18][C:17]=1[CH2:24][CH2:25][C:26](Cl)=O.COC1C=CC(P2(SP(C3C=CC(OC)=CC=3)(=S)S2)=[S:38])=CC=1, predict the reaction product. The product is: [CH3:14][O:15][C:16]1[C:21]([O:22][CH3:23])=[CH:20][CH:19]=[CH:18][C:17]=1[CH2:24][CH2:25][C:26]1[S:38][C:10]([C:8]2[CH:7]=[CH:6][C:5]3[NH:1][CH:2]=[N:3][C:4]=3[CH:9]=2)=[N:12][N:13]=1.